From a dataset of Forward reaction prediction with 1.9M reactions from USPTO patents (1976-2016). Predict the product of the given reaction. (1) Given the reactants C(=O)([O-])[O-].[Na+].[Na+].[F:7][C:8]1[CH:15]=[CH:14][C:11]([CH2:12][NH2:13])=[CH:10][CH:9]=1.Cl[C:17]1[CH:22]=[CH:21][N:20]=[CH:19][C:18]=1[N+:23]([O-:25])=[O:24], predict the reaction product. The product is: [F:7][C:8]1[CH:15]=[CH:14][C:11]([CH2:12][NH:13][C:17]2[CH:22]=[CH:21][N:20]=[CH:19][C:18]=2[N+:23]([O-:25])=[O:24])=[CH:10][CH:9]=1. (2) Given the reactants Cl.[CH:2]1([CH2:5][O:6][C:7]2[CH:12]=[CH:11][C:10]([CH2:13][CH3:14])=[CH:9][C:8]=2[C:15]2[C:16]3[NH:23][C:22]([CH3:24])=[C:21]([C:25]([NH:27][C@H:28]4[C@H:32]([OH:33])[CH2:31][NH:30][CH2:29]4)=[O:26])[C:17]=3[N:18]=[CH:19][N:20]=2)[CH2:4][CH2:3]1.[C:34](Cl)(=[O:36])[CH3:35], predict the reaction product. The product is: [C:34]([N:30]1[CH2:31][C@@H:32]([OH:33])[C@H:28]([NH:27][C:25]([C:21]2[C:17]3[N:18]=[CH:19][N:20]=[C:15]([C:8]4[CH:9]=[C:10]([CH2:13][CH3:14])[CH:11]=[CH:12][C:7]=4[O:6][CH2:5][CH:2]4[CH2:4][CH2:3]4)[C:16]=3[NH:23][C:22]=2[CH3:24])=[O:26])[CH2:29]1)(=[O:36])[CH3:35]. (3) The product is: [F:1][C:2]1[CH:9]=[CH:8][C:5]([CH2:6][N:17]2[C:25]3[C:20](=[CH:21][CH:22]=[C:23]([CH2:26][C:27]([OH:29])=[O:28])[CH:24]=3)[CH:19]=[CH:18]2)=[CH:4][CH:3]=1.[CH2:10]([N:17]1[C:25]2[C:20](=[CH:21][CH:22]=[C:23]([CH2:26][C:27]([OH:29])=[O:28])[CH:24]=2)[CH:19]=[CH:18]1)[C:11]1[CH:12]=[CH:13][CH:14]=[CH:15][CH:16]=1. Given the reactants [F:1][C:2]1[CH:9]=[CH:8][C:5]([CH2:6]Cl)=[CH:4][CH:3]=1.[CH2:10]([N:17]1[C:25]2[C:20](=[CH:21][CH:22]=[C:23]([CH2:26][C:27]([OH:29])=[O:28])[CH:24]=2)[CH:19]=[CH:18]1)[C:11]1[CH:16]=[CH:15][CH:14]=[CH:13][CH:12]=1, predict the reaction product. (4) Given the reactants [CH3:1][O:2][C:3]([C:5]1[C:14]2[C:9](=[CH:10][CH:11]=[CH:12][CH:13]=2)[NH:8][C:7](=[O:15])[C:6]=1[CH:16]=[CH2:17])=[O:4].BrBr.C(N(CC)CC)C, predict the reaction product. The product is: [CH3:1][O:2][C:3]([C:5]1[C:14]2[C:9](=[CH:10][CH:11]=[CH:12][CH:13]=2)[N:8]=[C:7]2[O:15][CH:17]=[CH:16][C:6]=12)=[O:4].